Dataset: Forward reaction prediction with 1.9M reactions from USPTO patents (1976-2016). Task: Predict the product of the given reaction. (1) Given the reactants [N:1]1[C:8]([Cl:9])=[N:7][C:5](Cl)=[N:4][C:2]=1[Cl:3].[CH3:10][O:11][C:12]1[CH:19]=[CH:18][C:15]([CH2:16][NH2:17])=[CH:14][CH:13]=1, predict the reaction product. The product is: [Cl:9][C:8]1[N:1]=[C:2]([Cl:3])[N:4]=[C:5]([NH:17][CH2:16][C:15]2[CH:18]=[CH:19][C:12]([O:11][CH3:10])=[CH:13][CH:14]=2)[N:7]=1. (2) Given the reactants [CH3:1][O:2][C:3](=[O:25])[CH2:4][N:5]1[CH:9]=[C:8]([C:10]2[CH:15]=[C:14]([C:16]([F:19])([F:18])[F:17])[CH:13]=[C:12]([N+:20]([O-])=O)[CH:11]=2)[C:7]([C:23]#[N:24])=[CH:6]1, predict the reaction product. The product is: [CH3:1][O:2][C:3](=[O:25])[CH2:4][N:5]1[CH:6]=[C:7]([C:23]#[N:24])[C:8]([C:10]2[CH:15]=[C:14]([C:16]([F:18])([F:19])[F:17])[CH:13]=[C:12]([NH2:20])[CH:11]=2)=[CH:9]1. (3) Given the reactants [Cl:1][C:2]1[CH:3]=[N:4][N:5]([C:7]2[CH:12]=[CH:11][N:10]=[CH:9][C:8]=2[N:13]2[CH2:18][CH2:17][CH:16]([C:19]([OH:21])=O)[CH2:15][CH2:14]2)[CH:6]=1.Cl.[F:23][CH:24]1[CH2:27][NH:26][CH2:25]1.CN(C(ON1N=NC2C=CC=NC1=2)=[N+](C)C)C.F[P-](F)(F)(F)(F)F.CCN(C(C)C)C(C)C, predict the reaction product. The product is: [Cl:1][C:2]1[CH:3]=[N:4][N:5]([C:7]2[CH:12]=[CH:11][N:10]=[CH:9][C:8]=2[N:13]2[CH2:14][CH2:15][CH:16]([C:19]([N:26]3[CH2:27][CH:24]([F:23])[CH2:25]3)=[O:21])[CH2:17][CH2:18]2)[CH:6]=1. (4) Given the reactants C[O:2][C:3](=[O:24])[C:4]1[CH:9]=[C:8]([C:10]2[S:11][CH:12]=[C:13]([C:15]3[CH:20]=[CH:19][C:18]([Cl:21])=[C:17]([Cl:22])[CH:16]=3)[N:14]=2)[CH:7]=[CH:6][C:5]=1Br.[Cl:25][C:26]1[CH:27]=[CH:28][C:29]([C:35]#[N:36])=[C:30](B(O)O)[CH:31]=1, predict the reaction product. The product is: [Cl:25][C:26]1[CH:31]=[CH:30][C:29]([C:35]#[N:36])=[C:28]([C:5]2[C:4]([C:3]([OH:2])=[O:24])=[CH:9][C:8]([C:10]3[S:11][CH:12]=[C:13]([C:15]4[CH:20]=[CH:19][C:18]([Cl:21])=[C:17]([Cl:22])[CH:16]=4)[N:14]=3)=[CH:7][CH:6]=2)[CH:27]=1. (5) Given the reactants N#N.[OH:3][CH:4]([C:6]1[O:7][C:8]([CH2:11][N:12]2[N:16]=[C:15]([NH:17][C:18]([C:20]3[N:21]=[C:22]([CH3:32])[O:23][C:24]=3[C:25]3[CH:30]=[CH:29][CH:28]=[C:27]([F:31])[CH:26]=3)=[O:19])[CH:14]=[N:13]2)=[CH:9][N:10]=1)[CH3:5], predict the reaction product. The product is: [C:4]([C:6]1[O:7][C:8]([CH2:11][N:12]2[N:16]=[C:15]([NH:17][C:18]([C:20]3[N:21]=[C:22]([CH3:32])[O:23][C:24]=3[C:25]3[CH:30]=[CH:29][CH:28]=[C:27]([F:31])[CH:26]=3)=[O:19])[CH:14]=[N:13]2)=[CH:9][N:10]=1)(=[O:3])[CH3:5].